This data is from Catalyst prediction with 721,799 reactions and 888 catalyst types from USPTO. The task is: Predict which catalyst facilitates the given reaction. Reactant: [F:1][C:2]([F:20])([F:19])[C:3]1[N:4]=[C:5]([NH:8][C:9]([C:11]2[C:16]([NH2:17])=[CH:15][CH:14]=[C:13]([CH3:18])[N:12]=2)=[O:10])[S:6][CH:7]=1.Br[C:22]1[CH:23]=[N:24][CH:25]=[CH:26][CH:27]=1. Product: [F:20][C:2]([F:19])([F:1])[C:3]1[N:4]=[C:5]([NH:8][C:9]([C:11]2[C:16]([NH:17][C:22]3[CH:23]=[N:24][CH:25]=[CH:26][CH:27]=3)=[CH:15][CH:14]=[C:13]([CH3:18])[N:12]=2)=[O:10])[S:6][CH:7]=1. The catalyst class is: 45.